Dataset: Catalyst prediction with 721,799 reactions and 888 catalyst types from USPTO. Task: Predict which catalyst facilitates the given reaction. (1) Reactant: [F:1][C:2]1[C:12]2[C:11](=[O:13])[CH2:10][CH2:9][CH2:8][CH2:7][C:6]=2[CH:5]=[C:4]([N:14]2[CH2:18][C@H:17]([CH2:19][NH:20][C:21](=[O:23])[CH3:22])[O:16][C:15]2=[O:24])[CH:3]=1.[Li+].C[Si]([N-][Si](C)(C)C)(C)C.[O:35]1[CH:39]=[CH:38][CH:37]=[C:36]1[C:40](Cl)=[O:41].[Cl-].[NH4+]. Product: [F:1][C:2]1[C:12]2[C:11](=[O:13])[CH:10]([C:40]([C:36]3[O:35][CH:39]=[CH:38][CH:37]=3)=[O:41])[CH2:9][CH2:8][CH2:7][C:6]=2[CH:5]=[C:4]([N:14]2[CH2:18][C@H:17]([CH2:19][NH:20][C:21](=[O:23])[CH3:22])[O:16][C:15]2=[O:24])[CH:3]=1. The catalyst class is: 1. (2) Reactant: [I:1]Cl.[C:3]1([S:9]([C:12]2[CH:17]=[CH:16][C:15]([NH2:18])=[CH:14][CH:13]=2)(=[O:11])=[O:10])[CH:8]=[CH:7][CH:6]=[CH:5][CH:4]=1.C(=O)([O-])[O-].[Ca+2]. Product: [I:1][C:14]1[CH:13]=[C:12]([S:9]([C:3]2[CH:8]=[CH:7][CH:6]=[CH:5][CH:4]=2)(=[O:10])=[O:11])[CH:17]=[CH:16][C:15]=1[NH2:18]. The catalyst class is: 5. (3) Reactant: [F:1][C:2]1[CH:7]=[CH:6][C:5]([N:8]2[C:12]3[CH:13]=[N:14][CH:15]=[C:16]([C:17]([NH:19][C@H:20]([C:28]4[CH:33]=[CH:32][N:31]=[C:30]([S:34]([CH3:37])(=[O:36])=[O:35])[CH:29]=4)[CH2:21][CH2:22]OS(C)(=O)=O)=[O:18])[C:11]=3[CH:10]=[N:9]2)=[CH:4][CH:3]=1.[N-:38]=[N+:39]=[N-:40].[Na+]. Product: [N:38]([CH2:22][CH2:21][C@H:20]([NH:19][C:17]([C:16]1[C:11]2[CH:10]=[N:9][N:8]([C:5]3[CH:6]=[CH:7][C:2]([F:1])=[CH:3][CH:4]=3)[C:12]=2[CH:13]=[N:14][CH:15]=1)=[O:18])[C:28]1[CH:33]=[CH:32][N:31]=[C:30]([S:34]([CH3:37])(=[O:36])=[O:35])[CH:29]=1)=[N+:39]=[N-:40]. The catalyst class is: 3. (4) Reactant: [O:1]=[C:2]1[CH2:11][CH2:10][C:9]2[C:4](=[CH:5][CH:6]=[C:7]([C:12]#[N:13])[CH:8]=2)[NH:3]1.[CH3:14][C:15]([O:18][C:19](O[C:19]([O:18][C:15]([CH3:17])([CH3:16])[CH3:14])=[O:20])=[O:20])([CH3:17])[CH3:16].[BH4-].[Na+]. Product: [C:15]([O:18][C:19](=[O:20])[NH:13][CH2:12][C:7]1[CH:8]=[C:9]2[C:4](=[CH:5][CH:6]=1)[NH:3][C:2](=[O:1])[CH2:11][CH2:10]2)([CH3:17])([CH3:16])[CH3:14]. The catalyst class is: 5. (5) Reactant: [CH:1]1[C:6]([OH:7])=[CH:5][CH:4]=[C:3]([CH3:8])[CH:2]=1.N1CCNCC1.[CH:15](=[O:24])/[CH:16]=[CH:17]/[C:18]1[CH:23]=[CH:22][CH:21]=[CH:20][CH:19]=1.Cl. Product: [CH3:8][C:3]1[CH:2]=[CH:1][C:6]2[O:7][CH:15]([OH:24])[CH2:16][CH:17]([C:18]3[CH:23]=[CH:22][CH:21]=[CH:20][CH:19]=3)[C:5]=2[CH:4]=1. The catalyst class is: 11.